Task: Predict the product of the given reaction.. Dataset: Forward reaction prediction with 1.9M reactions from USPTO patents (1976-2016) (1) Given the reactants [NH2:1][C:2]1[C:7]2[CH:8]=[CH:9][N:10](C(OCC3C=CC=CC=3)=O)[C:6]=2[CH:5]=[CH:4][N:3]=1.[C:21](Cl)(=[O:23])[CH3:22], predict the reaction product. The product is: [NH:10]1[C:6]2[CH:5]=[CH:4][N:3]=[C:2]([NH:1][C:21](=[O:23])[CH3:22])[C:7]=2[CH:8]=[CH:9]1. (2) Given the reactants [CH3:1][N:2](C(ON1N=NC2C=CC=NC1=2)=[N+](C)C)C.F[P-](F)(F)(F)(F)F.[Br:25][C:26]1[CH:27]=[C:28]([N:32]([C:37]2[C:55]([CH:56]3[CH2:58][CH2:57]3)=[CH:54][C:40]3[C:41]([C:51](O)=[O:52])=[C:42]([C:44]4[CH:49]=[CH:48][C:47]([F:50])=[CH:46][CH:45]=4)[O:43][C:39]=3[CH:38]=2)[S:33]([CH3:36])(=[O:35])=[O:34])[CH:29]=[CH:30][CH:31]=1.Cl.CN.CCN(C(C)C)C(C)C, predict the reaction product. The product is: [Br:25][C:26]1[CH:27]=[C:28]([N:32]([C:37]2[C:55]([CH:56]3[CH2:58][CH2:57]3)=[CH:54][C:40]3[C:41]([C:51]([NH:2][CH3:1])=[O:52])=[C:42]([C:44]4[CH:49]=[CH:48][C:47]([F:50])=[CH:46][CH:45]=4)[O:43][C:39]=3[CH:38]=2)[S:33]([CH3:36])(=[O:35])=[O:34])[CH:29]=[CH:30][CH:31]=1.